From a dataset of Peptide-MHC class I binding affinity with 185,985 pairs from IEDB/IMGT. Regression. Given a peptide amino acid sequence and an MHC pseudo amino acid sequence, predict their binding affinity value. This is MHC class I binding data. (1) The peptide sequence is VHFRNQVKI. The MHC is H-2-Db with pseudo-sequence H-2-Db. The binding affinity (normalized) is 0.417. (2) The MHC is H-2-Kb with pseudo-sequence H-2-Kb. The binding affinity (normalized) is 0. The peptide sequence is LFSDLANSH.